This data is from Reaction yield outcomes from USPTO patents with 853,638 reactions. The task is: Predict the reaction yield, written as a fraction of the theoretical maximum amount of product (1.0 means a 100% yield; for example, 0.34 means a 34% yield). (1) The reactants are CO[C:3](=[O:25])[C:4]1[CH:9]=[CH:8][C:7]([O:10][CH2:11][C:12]2[C:13]([C:18]3[CH:19]=[C:20]([CH3:24])[CH:21]=[CH:22][CH:23]=3)=[N:14][O:15][C:16]=2[CH3:17])=[N:6][CH:5]=1.COC(=O)C1C=CC(OC[C:37]2[C:38]([C:43]3[CH:48]=CC=CC=3F)=[N:39][O:40][C:41]=2C)=NC=1.NC1CCOCC1. No catalyst specified. The product is [CH3:17][C:16]1[O:15][N:14]=[C:13]([C:18]2[CH:19]=[C:20]([CH3:24])[CH:21]=[CH:22][CH:23]=2)[C:12]=1[CH2:11][O:10][C:7]1[CH:8]=[CH:9][C:4]([C:3]([NH:39][CH:38]2[CH2:43][CH2:48][O:40][CH2:41][CH2:37]2)=[O:25])=[CH:5][N:6]=1. The yield is 0.790. (2) The reactants are I[C:2]1[C:10]2[C:5](=[CH:6][CH:7]=[C:8]([C:11]3[S:15][N:14]=[C:13]([NH:16][CH2:17][C:18]4[CH:23]=[CH:22][C:21]([O:24][CH3:25])=[CH:20][CH:19]=4)[N:12]=3)[CH:9]=2)[N:4]([S:26]([C:29]2[CH:35]=[CH:34][C:32]([CH3:33])=[CH:31][CH:30]=2)(=[O:28])=[O:27])[CH:3]=1.[CH:36]([O:39][C:40]1[CH:45]=[CH:44][CH:43]=[C:42]([Sn](CCCC)(CCCC)CCCC)[N:41]=1)([CH3:38])[CH3:37]. The catalyst is CN(C=O)C.[Cu]I.C1C=CC([P]([Pd]([P](C2C=CC=CC=2)(C2C=CC=CC=2)C2C=CC=CC=2)([P](C2C=CC=CC=2)(C2C=CC=CC=2)C2C=CC=CC=2)[P](C2C=CC=CC=2)(C2C=CC=CC=2)C2C=CC=CC=2)(C2C=CC=CC=2)C2C=CC=CC=2)=CC=1. The product is [CH:36]([O:39][C:40]1[N:41]=[C:42]([C:2]2[C:10]3[C:5](=[CH:6][CH:7]=[C:8]([C:11]4[S:15][N:14]=[C:13]([NH:16][CH2:17][C:18]5[CH:19]=[CH:20][C:21]([O:24][CH3:25])=[CH:22][CH:23]=5)[N:12]=4)[CH:9]=3)[N:4]([S:26]([C:29]3[CH:35]=[CH:34][C:32]([CH3:33])=[CH:31][CH:30]=3)(=[O:28])=[O:27])[CH:3]=2)[CH:43]=[CH:44][CH:45]=1)([CH3:38])[CH3:37]. The yield is 0.430. (3) The reactants are [CH:1]1([CH:7]([C:9]2[N:10]=[C:11]3[CH:16]=[CH:15][C:14]([C:17]([F:20])([F:19])[F:18])=[CH:13][N:12]3[CH:21]=2)O)[CH2:6][CH2:5][CH2:4][CH2:3][CH2:2]1.[NH2:22][C:23]1[CH:28]=[CH:27][C:26]([C:29]([N:31]([CH3:39])[CH2:32][CH2:33][C:34]([O:36]CC)=[O:35])=[O:30])=[CH:25][CH:24]=1. No catalyst specified. The product is [CH:1]1([CH:7]([NH:22][C:23]2[CH:24]=[CH:25][C:26]([C:29]([N:31]([CH3:39])[CH2:32][CH2:33][C:34]([OH:36])=[O:35])=[O:30])=[CH:27][CH:28]=2)[C:9]2[N:10]=[C:11]3[CH:16]=[CH:15][C:14]([C:17]([F:20])([F:19])[F:18])=[CH:13][N:12]3[CH:21]=2)[CH2:6][CH2:5][CH2:4][CH2:3][CH2:2]1. The yield is 0.0200. (4) The reactants are [C:1]1([CH:7]([C:31]2[CH:36]=[CH:35][CH:34]=[CH:33][CH:32]=2)[CH2:8][CH2:9][N:10]([CH2:23][CH2:24][N:25]2[CH2:30][CH2:29][O:28][CH2:27][CH2:26]2)[C:11](=[O:22])[NH:12][C:13]2[CH:14]=[C:15]([CH:19]=[CH:20][CH:21]=2)[C:16]([OH:18])=[O:17])[CH:6]=[CH:5][CH:4]=[CH:3][CH:2]=1.CN(C=O)C.C([O-])([O-])=O.[K+].[K+].I[CH:49]([CH3:51])[CH3:50]. The catalyst is CC(C)=O. The product is [CH:49]([O:17][C:16](=[O:18])[C:15]1[CH:19]=[CH:20][CH:21]=[C:13]([NH:12][C:11]([N:10]([CH2:9][CH2:8][CH:7]([C:1]2[CH:6]=[CH:5][CH:4]=[CH:3][CH:2]=2)[C:31]2[CH:32]=[CH:33][CH:34]=[CH:35][CH:36]=2)[CH2:23][CH2:24][N:25]2[CH2:30][CH2:29][O:28][CH2:27][CH2:26]2)=[O:22])[CH:14]=1)([CH3:51])[CH3:50]. The yield is 0.990. (5) The reactants are [C:1]([O:5][C:6]([C:9]([C:12]([O:15][CH:16]([C:18]([CH2:21][OH:22])([F:20])[F:19])[F:17])([F:14])[F:13])([F:11])[F:10])([F:8])[F:7])([F:4])([F:3])[F:2].S(=O)(=O)(O)O.[O-][Mn](=O)(=O)=O.[K+].S(=O)(O)[O-].[Na+].[CH3:39][OH:40]. The catalyst is O. The product is [C:1]([O:5][C:6]([C:9]([C:12]([O:15][CH:16]([C:18]([C:21]([O:40][CH3:39])=[O:22])([F:19])[F:20])[F:17])([F:13])[F:14])([F:11])[F:10])([F:8])[F:7])([F:4])([F:3])[F:2]. The yield is 0.500.